From a dataset of Forward reaction prediction with 1.9M reactions from USPTO patents (1976-2016). Predict the product of the given reaction. (1) The product is: [CH:30]1([CH2:29][N:10]2[C:11]([NH2:12])=[C:15]([NH2:14])[C:16](=[O:17])[N:8]([CH2:7][CH:1]3[CH2:6][CH2:5][CH2:4][CH2:3][CH2:2]3)[C:9]2=[O:36])[CH2:31][CH2:32][CH2:33][CH2:34][CH2:35]1. Given the reactants [CH:1]1([CH2:7][N:8]2[C:16](=[O:17])[C:15]3[N:14]=C(C4C=CC(/C=C/C(O)=O)=CC=4)[NH:12][C:11]=3[N:10]([CH2:29][CH:30]3[CH2:35][CH2:34][CH2:33][CH2:32][CH2:31]3)[C:9]2=[O:36])[CH2:6][CH2:5][CH2:4][CH2:3][CH2:2]1.NC1N(CC2CCCCC2)C(=O)N(CC2CCCCC2)C(=O)C=1N=O.C(C1C=C(C=CC=1)C(O)=O)=O, predict the reaction product. (2) Given the reactants [OH:1][CH2:2][CH2:3][O:4][C@H:5]1[CH2:10][CH2:9][C@H:8]([N:11]2[C:16](=[O:17])[C:15]([CH2:18][C:19]3[CH:24]=[CH:23][C:22]([C:25]4[C:26]([C:31]#[N:32])=[CH:27][CH:28]=[CH:29][CH:30]=4)=[CH:21][CH:20]=3)=[C:14]([CH2:33][CH2:34][CH3:35])[N:13]3[N:36]=[CH:37][N:38]=[C:12]23)[CH2:7][CH2:6]1.FC(F)(F)S(O[Si](C(C)(C)C)(C)C)(=O)=O.[N:54]1C(C)=CC=CC=1C.[Cl-].O[NH3+].[C:65](=[O:68])([O-])[OH:66].[Na+], predict the reaction product. The product is: [OH:1][CH2:2][CH2:3][O:4][C@H:5]1[CH2:10][CH2:9][C@H:8]([N:11]2[C:16](=[O:17])[C:15]([CH2:18][C:19]3[CH:24]=[CH:23][C:22]([C:25]4[CH:30]=[CH:29][CH:28]=[CH:27][C:26]=4[C:31]4[NH:54][C:65](=[O:68])[O:66][N:32]=4)=[CH:21][CH:20]=3)=[C:14]([CH2:33][CH2:34][CH3:35])[N:13]3[N:36]=[CH:37][N:38]=[C:12]23)[CH2:7][CH2:6]1. (3) Given the reactants CN([CH2:4][C:5]1[C:13]2[C:8](=[CH:9][CH:10]=[C:11]([O:14][CH3:15])[CH:12]=2)[NH:7][C:6]=1[C:16]([O:18][CH2:19][CH3:20])=[O:17])C.COS(OC)(=O)=O.[N+:28]([CH2:31][CH2:32][CH2:33][C:34]([O:36][CH3:37])=[O:35])([O-:30])=[O:29].C[O-].[Na+], predict the reaction product. The product is: [CH3:15][O:14][C:11]1[CH:12]=[C:13]2[C:8](=[CH:9][CH:10]=1)[NH:7][C:6]([C:16]([O:18][CH2:19][CH3:20])=[O:17])=[C:5]2[CH2:4][CH:31]([N+:28]([O-:30])=[O:29])[CH2:32][CH2:33][C:34]([O:36][CH3:37])=[O:35]. (4) Given the reactants [CH2:1]([O:8][C:9]([NH:11][C@@H:12]([CH2:17][C:18]1[CH:23]=[CH:22][C:21]([CH:24]2[S:28](=[O:30])(=[O:29])[NH:27][C:26](=[O:31])[CH2:25]2)=[C:20]([Br:32])[CH:19]=1)[C:13]([O:15]C)=[O:14])=[O:10])[C:2]1[CH:7]=[CH:6][CH:5]=[CH:4][CH:3]=1.[OH-].[Li+], predict the reaction product. The product is: [CH2:1]([O:8][C:9]([NH:11][C@@H:12]([CH2:17][C:18]1[CH:23]=[CH:22][C:21]([CH:24]2[S:28](=[O:30])(=[O:29])[NH:27][C:26](=[O:31])[CH2:25]2)=[C:20]([Br:32])[CH:19]=1)[C:13]([OH:15])=[O:14])=[O:10])[C:2]1[CH:7]=[CH:6][CH:5]=[CH:4][CH:3]=1. (5) Given the reactants [F:1][C:2]1[C:10]2[S:9][C:8](N)=[N:7][C:6]=2[CH:5]=[CH:4][CH:3]=1.N(OCCC(C)C)=O, predict the reaction product. The product is: [F:1][C:2]1[C:10]2[S:9][CH:8]=[N:7][C:6]=2[CH:5]=[CH:4][CH:3]=1. (6) Given the reactants [CH3:1][O:2][C:3]1[C:4]([NH2:18])=[CH:5][C:6]2[CH2:12][CH2:11][N:10]([CH2:13][CH2:14][O:15][CH3:16])[CH2:9][CH2:8][C:7]=2[CH:17]=1.Cl[C:20]1[N:25]=[C:24]([NH:26][C@@H:27]2[CH2:32][CH2:31][CH2:30][CH2:29][C@H:28]2[NH:33][S:34]([CH3:37])(=[O:36])=[O:35])[C:23]([Cl:38])=[CH:22][N:21]=1.Cl.C(O)(C)C.CC[NH+](CC)CC.CC[NH+](CC)CC.C([O-])([O-])=O, predict the reaction product. The product is: [Cl:38][C:23]1[C:24]([NH:26][C@@H:27]2[CH2:32][CH2:31][CH2:30][CH2:29][C@H:28]2[NH:33][S:34]([CH3:37])(=[O:36])=[O:35])=[N:25][C:20]([NH:18][C:4]2[C:3]([O:2][CH3:1])=[CH:17][C:7]3[CH2:8][CH2:9][N:10]([CH2:13][CH2:14][O:15][CH3:16])[CH2:11][CH2:12][C:6]=3[CH:5]=2)=[N:21][CH:22]=1.